Task: Predict the reactants needed to synthesize the given product.. Dataset: Full USPTO retrosynthesis dataset with 1.9M reactions from patents (1976-2016) (1) Given the product [C:1]([O:5][C:6](=[O:16])[N:7]([CH2:20][C:21]1[CH:26]=[CH:25][C:24]([I:27])=[CH:23][CH:22]=1)[CH2:8][C:9]1[CH:10]=[CH:11][C:12]([I:15])=[CH:13][CH:14]=1)([CH3:4])([CH3:2])[CH3:3], predict the reactants needed to synthesize it. The reactants are: [C:1]([O:5][C:6](=[O:16])[NH:7][CH2:8][C:9]1[CH:14]=[CH:13][C:12]([I:15])=[CH:11][CH:10]=1)([CH3:4])([CH3:3])[CH3:2].[H-].[Na+].Br[CH2:20][C:21]1[CH:26]=[CH:25][C:24]([I:27])=[CH:23][CH:22]=1. (2) Given the product [CH3:11][C:12]1([CH3:22])[CH2:16][C:15]2[C:17]([O:21][C:2]3[CH:7]=[CH:6][C:5]([N+:8]([O-:10])=[O:9])=[CH:4][N:3]=3)=[CH:18][CH:19]=[CH:20][C:14]=2[O:13]1, predict the reactants needed to synthesize it. The reactants are: Cl[C:2]1[CH:7]=[CH:6][C:5]([N+:8]([O-:10])=[O:9])=[CH:4][N:3]=1.[CH3:11][C:12]1([CH3:22])[CH2:16][C:15]2=[C:17]([OH:21])[CH:18]=[CH:19][CH:20]=[C:14]2[O:13]1.C(=O)([O-])[O-].[K+].[K+]. (3) The reactants are: Cl[C:2]1[CH:7]=[C:6]([Cl:8])[N:5]=[CH:4][N:3]=1.C(=O)([O-])[O-].[K+].[K+].Cl.[F:16][C:17]([F:21])([F:20])[CH2:18][NH2:19].[Cl-].[NH4+]. Given the product [Cl:8][C:6]1[N:5]=[CH:4][N:3]=[C:2]([NH:19][CH2:18][C:17]([F:21])([F:20])[F:16])[CH:7]=1, predict the reactants needed to synthesize it. (4) Given the product [CH2:23]([O:30][C:31]([C:33]1[CH:34]=[CH:35][C:36]([O:37][C:11]2[C:10]([F:17])=[C:9]([F:18])[C:8]([C:7]3[C:2]([F:1])=[C:3]([F:22])[C:4]([F:21])=[C:5]([F:20])[C:6]=3[F:19])=[C:13]([F:14])[C:12]=2[F:15])=[CH:38][CH:39]=1)=[O:32])[C:24]1[CH:25]=[CH:26][CH:27]=[CH:28][CH:29]=1, predict the reactants needed to synthesize it. The reactants are: [F:1][C:2]1[C:7]([C:8]2[C:13]([F:14])=[C:12]([F:15])[C:11](F)=[C:10]([F:17])[C:9]=2[F:18])=[C:6]([F:19])[C:5]([F:20])=[C:4]([F:21])[C:3]=1[F:22].[CH2:23]([O:30][C:31]([C:33]1[CH:39]=[CH:38][C:36]([O-:37])=[CH:35][CH:34]=1)=[O:32])[C:24]1[CH:29]=[CH:28][CH:27]=[CH:26][CH:25]=1.[K+].[K]. (5) Given the product [CH2:1]([N:3]1[C:11]2[C:6](=[CH:7][C:8]([NH:12][C:28]([C:18]3[C:17]([CH3:16])=[N:21][N:20]([C:22]4[CH:27]=[CH:26][CH:25]=[CH:24][CH:23]=4)[N:19]=3)=[O:29])=[CH:9][CH:10]=2)[C:5](=[O:15])[NH:4]1)[CH3:2], predict the reactants needed to synthesize it. The reactants are: [CH2:1]([N:3]1[C:11]2[C:6](=[CH:7][C:8]([N+:12]([O-])=O)=[CH:9][CH:10]=2)[C:5](=[O:15])[NH:4]1)[CH3:2].[CH3:16][C:17]1[NH:21][N:20]([C:22]2[CH:27]=[CH:26][CH:25]=[CH:24][CH:23]=2)[NH:19][C:18]=1[C:28](O)=[O:29].CCN=C=NCCCN(C)C. (6) Given the product [F:1][C:2]1[CH:7]=[CH:6][CH:5]=[CH:4][C:3]=1[N:8]1[C:12]([C:13]2[CH:14]=[CH:15][N:16]=[CH:17][CH:18]=2)=[C:11]([C:19]2[O:20][N:32]=[C:29]([C:24]3[CH:25]=[CH:26][CH:27]=[CH:28][C:23]=3[F:22])[N:30]=2)[N:10]=[N:9]1, predict the reactants needed to synthesize it. The reactants are: [F:1][C:2]1[CH:7]=[CH:6][CH:5]=[CH:4][C:3]=1[N:8]1[C:12]([C:13]2[CH:18]=[CH:17][N:16]=[CH:15][CH:14]=2)=[C:11]([C:19](O)=[O:20])[N:10]=[N:9]1.[F:22][C:23]1[CH:28]=[CH:27][CH:26]=[CH:25][C:24]=1[C:29](=[NH:32])[NH:30]O. (7) Given the product [CH2:29]([N:36]([C:42]1[CH:47]=[CH:46][C:45]([F:48])=[C:44]([Cl:49])[CH:43]=1)[CH:37]([CH2:2][CH3:3])[C:38]([O:40][CH3:41])=[O:39])[C:30]1[CH:31]=[CH:32][CH:33]=[CH:34][CH:35]=1, predict the reactants needed to synthesize it. The reactants are: [Li+].[CH3:2][CH:3]([N-]C(C)C)C.CCCCCCC.C1COCC1.C(C1C=CC=CC=1)C.[CH2:29]([N:36]([C:42]1[CH:47]=[CH:46][C:45]([F:48])=[C:44]([Cl:49])[CH:43]=1)[CH2:37][C:38]([O:40][CH3:41])=[O:39])[C:30]1[CH:35]=[CH:34][CH:33]=[CH:32][CH:31]=1.C(I)C.[Cl-].[NH4+].Cl. (8) Given the product [CH3:1][O:2][C:3]([C:5]1[S:28][C:8]2=[C:9]([NH2:14])[N:10]=[CH:11][C:12]([Br:13])=[C:7]2[CH:6]=1)=[O:4], predict the reactants needed to synthesize it. The reactants are: [CH3:1][O:2][C:3]([C:5]1[S:28][C:8]2=[C:9]([N:14]=C(C3C=CC=CC=3)C3C=CC=CC=3)[N:10]=[CH:11][C:12]([Br:13])=[C:7]2[CH:6]=1)=[O:4].Cl. (9) Given the product [O:1]1[CH2:6][CH2:5][CH:4]([CH:7]2[O:20][CH2:19][C:18]3[C:17]4[C:12](=[CH:13][CH:14]=[CH:15][CH:16]=4)[C:11](=[O:10])[NH:24][C:9]=3[CH2:8]2)[CH2:3][CH2:2]1, predict the reactants needed to synthesize it. The reactants are: [O:1]1[CH2:6][CH2:5][CH:4]([CH:7]2[O:20][CH2:19][C:18]3[C:17]4[CH:16]=[CH:15][CH:14]=[CH:13][C:12]=4[C:11](=O)[O:10][C:9]=3[CH2:8]2)[CH2:3][CH2:2]1.CO.[NH3:24].